This data is from Catalyst prediction with 721,799 reactions and 888 catalyst types from USPTO. The task is: Predict which catalyst facilitates the given reaction. (1) Product: [NH2:21][C:18]1[S:19][CH:20]=[C:16](/[C:15](=[N:22]/[O:23][C:24]([CH3:29])([CH3:28])[C:25]([OH:27])=[O:26])/[C:14]([NH:13][C@@H:12]2[C:11](=[O:31])[N:10]([S:32]([OH:35])(=[O:34])=[O:33])[C@@H:9]2[CH2:8][N:5]2[N:4]=[C:3]([CH2:2][NH:1][CH:39]=[NH:41])[CH:7]=[N:6]2)=[O:30])[N:17]=1. Reactant: [NH2:1][CH2:2][C:3]1[CH:7]=[N:6][N:5]([CH2:8][C@@H:9]2[C@H:12]([NH:13][C:14](=[O:30])/[C:15](=[N:22]\[O:23][C:24]([CH3:29])([CH3:28])[C:25]([OH:27])=[O:26])/[C:16]3[N:17]=[C:18]([NH2:21])[S:19][CH:20]=3)[C:11](=[O:31])[N:10]2[S:32]([OH:35])(=[O:34])=[O:33])[N:4]=1.Cl.C([C:39]([NH2:41])=O)C.CCN(C(C)C)C(C)C. The catalyst class is: 3. (2) Reactant: [Cl:1][C:2]1[CH:3]=[C:4]2[C:8](=[CH:9][CH:10]=1)[NH:7][CH:6]=[C:5]2[CH2:11][CH2:12][NH:13][C:14](=[O:22])[C:15]1[CH:20]=[CH:19][CH:18]=[CH:17][C:16]=1I.[Cl:23][C:24]1[CH:29]=[CH:28][CH:27]=[CH:26][C:25]=1B(O)O.C(=O)([O-])[O-].[Na+].[Na+]. Product: [Cl:23][C:24]1[CH:25]=[C:26]([C:16]2[C:15]([C:14]([NH:13][CH2:12][CH2:11][C:5]3[C:4]4[C:8](=[CH:9][CH:10]=[C:2]([Cl:1])[CH:3]=4)[NH:7][CH:6]=3)=[O:22])=[CH:20][CH:19]=[CH:18][CH:17]=2)[CH:27]=[CH:28][CH:29]=1. The catalyst class is: 437. (3) The catalyst class is: 4. Product: [N:6]1([C:4]([C:3]2[CH:20]=[C:21]([CH:22]=[CH:23][C:2]=2[F:1])[CH2:24][C:25]2[C:34]3[CH2:33][CH2:32][CH2:31][CH2:30][C:29]=3[C:28](=[O:35])[NH:27][N:26]=2)=[O:5])[CH2:12][CH2:11][CH2:10][NH:9][CH2:8][CH2:7]1. Reactant: [F:1][C:2]1[CH:23]=[CH:22][C:21]([CH2:24][C:25]2[C:34]3[CH2:33][CH2:32][CH2:31][CH2:30][C:29]=3[C:28](=[O:35])[NH:27][N:26]=2)=[CH:20][C:3]=1[C:4]([N:6]1[CH2:12][CH2:11][CH2:10][N:9](C(OC(C)(C)C)=O)[CH2:8][CH2:7]1)=[O:5].FC(F)(F)C(O)=O.C(#N)C.